This data is from NCI-60 drug combinations with 297,098 pairs across 59 cell lines. The task is: Regression. Given two drug SMILES strings and cell line genomic features, predict the synergy score measuring deviation from expected non-interaction effect. (1) Drug 1: CC1=C2C(C(=O)C3(C(CC4C(C3C(C(C2(C)C)(CC1OC(=O)C(C(C5=CC=CC=C5)NC(=O)OC(C)(C)C)O)O)OC(=O)C6=CC=CC=C6)(CO4)OC(=O)C)OC)C)OC. Drug 2: COC1=C(C=C2C(=C1)N=CN=C2NC3=CC(=C(C=C3)F)Cl)OCCCN4CCOCC4. Cell line: TK-10. Synergy scores: CSS=69.0, Synergy_ZIP=6.75, Synergy_Bliss=6.73, Synergy_Loewe=13.4, Synergy_HSA=17.5. (2) Drug 1: CCN(CC)CCCC(C)NC1=C2C=C(C=CC2=NC3=C1C=CC(=C3)Cl)OC. Drug 2: CC1C(C(CC(O1)OC2CC(CC3=C2C(=C4C(=C3O)C(=O)C5=C(C4=O)C(=CC=C5)OC)O)(C(=O)CO)O)N)O.Cl. Cell line: UACC62. Synergy scores: CSS=49.6, Synergy_ZIP=-1.82, Synergy_Bliss=-2.40, Synergy_Loewe=-8.46, Synergy_HSA=-0.734. (3) Drug 1: CC12CCC3C(C1CCC2=O)CC(=C)C4=CC(=O)C=CC34C. Drug 2: C1CN(P(=O)(OC1)NCCCl)CCCl. Cell line: SK-MEL-5. Synergy scores: CSS=38.5, Synergy_ZIP=3.80, Synergy_Bliss=3.74, Synergy_Loewe=-10.5, Synergy_HSA=4.03. (4) Drug 1: C1=C(C(=O)NC(=O)N1)N(CCCl)CCCl. Drug 2: C(=O)(N)NO. Cell line: HOP-62. Synergy scores: CSS=26.2, Synergy_ZIP=3.28, Synergy_Bliss=1.33, Synergy_Loewe=-27.3, Synergy_HSA=-0.137. (5) Synergy scores: CSS=25.6, Synergy_ZIP=0.314, Synergy_Bliss=1.95, Synergy_Loewe=-28.5, Synergy_HSA=0.259. Cell line: NCI-H322M. Drug 2: CCCCCOC(=O)NC1=NC(=O)N(C=C1F)C2C(C(C(O2)C)O)O. Drug 1: CN1CCC(CC1)COC2=C(C=C3C(=C2)N=CN=C3NC4=C(C=C(C=C4)Br)F)OC.